This data is from Forward reaction prediction with 1.9M reactions from USPTO patents (1976-2016). The task is: Predict the product of the given reaction. (1) Given the reactants Br[C:2]1[CH:19]=[CH:18][C:5]2[NH:6][CH:7]([C:10]3[C:15]([F:16])=[CH:14][CH:13]=[CH:12][C:11]=3[F:17])[CH2:8][O:9][C:4]=2[CH:3]=1.[Cl:20][C:21]1[CH:26]=[C:25]([CH3:27])[C:24](B(O)O)=[CH:23][N:22]=1, predict the reaction product. The product is: [Cl:20][C:21]1[N:22]=[CH:23][C:24]([C:2]2[CH:19]=[CH:18][C:5]3[NH:6][CH:7]([C:10]4[C:15]([F:16])=[CH:14][CH:13]=[CH:12][C:11]=4[F:17])[CH2:8][O:9][C:4]=3[CH:3]=2)=[C:25]([CH3:27])[CH:26]=1. (2) Given the reactants [C:1]([O:5][C:6]([C:8]1[C:9]([CH3:49])=[C:10]2[C:14](=[CH:15][CH:16]=1)[C@@H:13]([NH:17][C:18]([C:20]1[N:25]3[N:26]=[CH:27][C:28]([NH:29]C(OC(C)(C)C)=O)=[C:24]3[N:23]=[C:22]([C:37](=[O:48])[NH:38][CH2:39][C:40]3[CH:45]=[CH:44][C:43]([F:46])=[C:42]([F:47])[CH:41]=3)[CH:21]=1)=[O:19])[CH2:12][CH2:11]2)=[O:7])([CH3:4])([CH3:3])[CH3:2].C(=O)(O)[O-].[Na+].CCOC(C)=O, predict the reaction product. The product is: [C:1]([O:5][C:6]([C:8]1[C:9]([CH3:49])=[C:10]2[C:14](=[CH:15][CH:16]=1)[C@@H:13]([NH:17][C:18]([C:20]1[N:25]3[N:26]=[CH:27][C:28]([NH2:29])=[C:24]3[N:23]=[C:22]([C:37](=[O:48])[NH:38][CH2:39][C:40]3[CH:45]=[CH:44][C:43]([F:46])=[C:42]([F:47])[CH:41]=3)[CH:21]=1)=[O:19])[CH2:12][CH2:11]2)=[O:7])([CH3:4])([CH3:3])[CH3:2]. (3) Given the reactants Cl[C:2]1[C:3]([O:8][CH:9]2[CH2:12][N:11]([C:13]3[CH:22]=[CH:21][C:20]4[C:15](=[CH:16][CH:17]=[CH:18][CH:19]=4)[N:14]=3)[CH2:10]2)=[N:4][CH:5]=[CH:6][N:7]=1.CC1(C)C(C)(C)OB([C:31]2[CH2:36][CH2:35][N:34]([C:37]([O:39][C:40]([CH3:43])([CH3:42])[CH3:41])=[O:38])[CH2:33][CH:32]=2)O1.[O-]P([O-])([O-])=O.[K+].[K+].[K+], predict the reaction product. The product is: [N:14]1[C:15]2[C:20](=[CH:19][CH:18]=[CH:17][CH:16]=2)[CH:21]=[CH:22][C:13]=1[N:11]1[CH2:12][CH:9]([O:8][C:3]2[C:2]([C:31]3[CH2:36][CH2:35][N:34]([C:37]([O:39][C:40]([CH3:43])([CH3:42])[CH3:41])=[O:38])[CH2:33][CH:32]=3)=[N:7][CH:6]=[CH:5][N:4]=2)[CH2:10]1. (4) The product is: [CH:1]1([CH:7]([NH:20][C:21]2[CH:22]=[CH:23][C:24]([C:25]([NH:31][CH2:32][CH:33]([OH:38])[C:34]([OH:36])=[O:35])=[O:26])=[CH:28][CH:29]=2)[C:8]2[CH:12]=[C:11]([C:13]3[CH:18]=[CH:17][CH:16]=[CH:15][CH:14]=3)[S:10][C:9]=2[CH3:19])[CH2:6][CH2:5][CH2:4][CH2:3][CH2:2]1. Given the reactants [CH:1]1([CH:7]([NH:20][C:21]2[CH:29]=[CH:28][C:24]([C:25](O)=[O:26])=[CH:23][CH:22]=2)[C:8]2[CH:12]=[C:11]([C:13]3[CH:18]=[CH:17][CH:16]=[CH:15][CH:14]=3)[S:10][C:9]=2[CH3:19])[CH2:6][CH2:5][CH2:4][CH2:3][CH2:2]1.Cl.[NH2:31][CH2:32][CH:33]([OH:38])[C:34]([O:36]C)=[O:35].O.ON1C2C=CC=CC=2N=N1.Cl.C(N=C=NCCCN(C)C)C.Cl.[OH-].[Na+], predict the reaction product.